This data is from NCI-60 drug combinations with 297,098 pairs across 59 cell lines. The task is: Regression. Given two drug SMILES strings and cell line genomic features, predict the synergy score measuring deviation from expected non-interaction effect. (1) Drug 1: CC(CN1CC(=O)NC(=O)C1)N2CC(=O)NC(=O)C2. Drug 2: CC(C)NC(=O)C1=CC=C(C=C1)CNNC.Cl. Cell line: SK-MEL-2. Synergy scores: CSS=26.9, Synergy_ZIP=-2.96, Synergy_Bliss=5.05, Synergy_Loewe=-0.872, Synergy_HSA=1.57. (2) Drug 1: C1=NNC2=C1C(=O)NC=N2. Drug 2: CC1=C(C(=O)C2=C(C1=O)N3CC4C(C3(C2COC(=O)N)OC)N4)N. Cell line: M14. Synergy scores: CSS=54.6, Synergy_ZIP=-2.25, Synergy_Bliss=-1.56, Synergy_Loewe=-50.1, Synergy_HSA=-0.763. (3) Drug 1: CS(=O)(=O)C1=CC(=C(C=C1)C(=O)NC2=CC(=C(C=C2)Cl)C3=CC=CC=N3)Cl. Drug 2: CC(C)CN1C=NC2=C1C3=CC=CC=C3N=C2N. Cell line: DU-145. Synergy scores: CSS=-2.36, Synergy_ZIP=0.757, Synergy_Bliss=0.201, Synergy_Loewe=-1.81, Synergy_HSA=-2.77. (4) Drug 1: C1=NC2=C(N1)C(=S)N=C(N2)N. Drug 2: CC1C(C(CC(O1)OC2CC(CC3=C2C(=C4C(=C3O)C(=O)C5=C(C4=O)C(=CC=C5)OC)O)(C(=O)CO)O)N)O.Cl. Cell line: IGROV1. Synergy scores: CSS=44.9, Synergy_ZIP=2.43, Synergy_Bliss=3.61, Synergy_Loewe=-5.52, Synergy_HSA=4.68.